Dataset: Full USPTO retrosynthesis dataset with 1.9M reactions from patents (1976-2016). Task: Predict the reactants needed to synthesize the given product. Given the product [O:18]1[CH2:22][CH2:21][CH:20]([CH2:23][NH:24][C:8]([C:5]2[CH:4]=[C:3]([CH:2]([C:11]3[CH:16]=[CH:15][CH:14]=[CH:13][CH:12]=3)[OH:1])[O:7][N:6]=2)=[O:10])[CH2:19]1, predict the reactants needed to synthesize it. The reactants are: [OH:1][CH:2]([C:11]1[CH:16]=[CH:15][CH:14]=[CH:13][CH:12]=1)[C:3]1[O:7][N:6]=[C:5]([C:8]([OH:10])=O)[CH:4]=1.Cl.[O:18]1[CH2:22][CH2:21][CH:20]([CH2:23][NH2:24])[CH2:19]1.C(N(CC)CC)C.ON1C2C=CC=CC=2N=N1.Cl.C(N=C=NCCCN(C)C)C.